From a dataset of Full USPTO retrosynthesis dataset with 1.9M reactions from patents (1976-2016). Predict the reactants needed to synthesize the given product. (1) Given the product [C:1]([O:4][C:5]1[CH:13]=[CH:12][C:8]([C:9]([Cl:17])=[O:10])=[CH:7][CH:6]=1)(=[O:3])[CH3:2], predict the reactants needed to synthesize it. The reactants are: [C:1]([O:4][C:5]1[CH:13]=[CH:12][C:8]([C:9](O)=[O:10])=[CH:7][CH:6]=1)(=[O:3])[CH3:2].C(Cl)(=O)C([Cl:17])=O.CN(C)C=O. (2) Given the product [CH3:25][C:22]1([CH3:24])[O:21][C:20](=[O:26])[C:19]2[C:14]([O:13][C@@H:48]3[CH2:49][CH2:50][O:46][CH2:47]3)=[CH:15][CH:16]=[CH:17][C:18]=2[O:23]1, predict the reactants needed to synthesize it. The reactants are: N(C(OCC)=O)=NC(OCC)=O.[OH:13][C:14]1[C:19]2[C:20](=[O:26])[O:21][C:22]([CH3:25])([CH3:24])[O:23][C:18]=2[CH:17]=[CH:16][CH:15]=1.C1(P(C2C=CC=CC=2)C2C=CC=CC=2)C=CC=CC=1.[O:46]1[CH2:50][CH2:49][C@H:48](O)[CH2:47]1. (3) Given the product [CH:1]1([N:4]2[CH2:5][CH2:6][N:7]([C:10]3[CH:15]=[CH:14][C:13]([NH2:16])=[CH:12][CH:11]=3)[CH2:8][CH2:9]2)[CH2:3][CH2:2]1, predict the reactants needed to synthesize it. The reactants are: [CH:1]1([N:4]2[CH2:9][CH2:8][N:7]([C:10]3[CH:15]=[CH:14][C:13]([N+:16]([O-])=O)=[CH:12][CH:11]=3)[CH2:6][CH2:5]2)[CH2:3][CH2:2]1.FC(F)(F)C(O)=O.[H][H]. (4) Given the product [NH2:1][C:2]1[C:7]2=[C:8]([C:12]([NH:14][C@H:15]3[CH2:20][CH2:19][C@H:18]([OH:21])[CH2:17][CH2:16]3)=[O:13])[CH:9]=[C:10]([C:27]3[CH:26]=[CH:25][N:24]=[C:23]([F:22])[CH:28]=3)[N:6]2[N:5]=[CH:4][N:3]=1, predict the reactants needed to synthesize it. The reactants are: [NH2:1][C:2]1[C:7]2=[C:8]([C:12]([NH:14][C@H:15]3[CH2:20][CH2:19][C@H:18]([OH:21])[CH2:17][CH2:16]3)=[O:13])[CH:9]=[C:10](Br)[N:6]2[N:5]=[CH:4][N:3]=1.[F:22][C:23]1[CH:28]=[C:27](B(O)O)[CH:26]=[CH:25][N:24]=1.C(=O)([O-])[O-].[K+].[K+].CCOCC. (5) Given the product [C:1]([O:5][C:6]([N:8]1[CH2:13][CH2:12][CH2:11][CH2:10][CH:9]1[CH:14]=[N:17][OH:18])=[O:7])([CH3:4])([CH3:3])[CH3:2], predict the reactants needed to synthesize it. The reactants are: [C:1]([O:5][C:6]([N:8]1[CH2:13][CH2:12][CH2:11][CH2:10][CH:9]1[CH:14]=O)=[O:7])([CH3:4])([CH3:3])[CH3:2].Cl.[NH2:17][OH:18]. (6) Given the product [CH3:9][O:10][C:11]1[CH:18]=[CH:17][C:14]([CH2:15][NH:16][C:1](=[O:8])[CH2:2][CH2:3][CH:4]([OH:7])[CH2:5][CH3:6])=[CH:13][CH:12]=1, predict the reactants needed to synthesize it. The reactants are: [C:1]1(=[O:8])[O:7][CH:4]([CH2:5][CH3:6])[CH2:3][CH2:2]1.[CH3:9][O:10][C:11]1[CH:18]=[CH:17][C:14]([CH2:15][NH2:16])=[CH:13][CH:12]=1.